The task is: Regression. Given two drug SMILES strings and cell line genomic features, predict the synergy score measuring deviation from expected non-interaction effect.. This data is from NCI-60 drug combinations with 297,098 pairs across 59 cell lines. (1) Drug 1: C1=NC2=C(N=C(N=C2N1C3C(C(C(O3)CO)O)O)F)N. Drug 2: CC(C)NC(=O)C1=CC=C(C=C1)CNNC.Cl. Cell line: SR. Synergy scores: CSS=-0.0660, Synergy_ZIP=5.46, Synergy_Bliss=10.3, Synergy_Loewe=0.804, Synergy_HSA=1.80. (2) Drug 1: CC1=C2C(C(=O)C3(C(CC4C(C3C(C(C2(C)C)(CC1OC(=O)C(C(C5=CC=CC=C5)NC(=O)OC(C)(C)C)O)O)OC(=O)C6=CC=CC=C6)(CO4)OC(=O)C)OC)C)OC. Drug 2: CC1=C(N=C(N=C1N)C(CC(=O)N)NCC(C(=O)N)N)C(=O)NC(C(C2=CN=CN2)OC3C(C(C(C(O3)CO)O)O)OC4C(C(C(C(O4)CO)O)OC(=O)N)O)C(=O)NC(C)C(C(C)C(=O)NC(C(C)O)C(=O)NCCC5=NC(=CS5)C6=NC(=CS6)C(=O)NCCC[S+](C)C)O. Cell line: SR. Synergy scores: CSS=91.2, Synergy_ZIP=-0.0178, Synergy_Bliss=-1.30, Synergy_Loewe=-0.742, Synergy_HSA=1.15. (3) Drug 1: C1CCN(CC1)CCOC2=CC=C(C=C2)C(=O)C3=C(SC4=C3C=CC(=C4)O)C5=CC=C(C=C5)O. Drug 2: C1CNP(=O)(OC1)N(CCCl)CCCl. Cell line: MDA-MB-435. Synergy scores: CSS=-9.47, Synergy_ZIP=7.49, Synergy_Bliss=9.11, Synergy_Loewe=-2.67, Synergy_HSA=0.0834. (4) Drug 1: CC12CCC3C(C1CCC2=O)CC(=C)C4=CC(=O)C=CC34C. Drug 2: CC1=CC=C(C=C1)C2=CC(=NN2C3=CC=C(C=C3)S(=O)(=O)N)C(F)(F)F. Cell line: TK-10. Synergy scores: CSS=11.3, Synergy_ZIP=2.47, Synergy_Bliss=5.19, Synergy_Loewe=3.87, Synergy_HSA=3.96. (5) Drug 1: C1CN1C2=NC(=NC(=N2)N3CC3)N4CC4. Drug 2: CS(=O)(=O)OCCCCOS(=O)(=O)C. Cell line: SK-MEL-28. Synergy scores: CSS=8.97, Synergy_ZIP=-4.95, Synergy_Bliss=0.772, Synergy_Loewe=-7.91, Synergy_HSA=0.313.